This data is from Forward reaction prediction with 1.9M reactions from USPTO patents (1976-2016). The task is: Predict the product of the given reaction. (1) Given the reactants CC(C)([O-])C.[K+].[Br:7][C:8]1[CH:9]=[CH:10][C:11](F)=[N:12][CH:13]=1.[SH:15][CH2:16][C:17]([O:19][CH3:20])=[O:18], predict the reaction product. The product is: [Br:7][C:8]1[CH:9]=[CH:10][C:11]([S:15][CH2:16][C:17]([O:19][CH3:20])=[O:18])=[N:12][CH:13]=1. (2) Given the reactants [Cl:1][C:2]1[CH:7]=[C:6]([Cl:8])[CH:5]=[CH:4][C:3]=1[C:9]1[CH:13]=[C:12]([OH:14])[NH:11][N:10]=1.[OH-].[Na+].Cl[CH:18]([F:20])[F:19].O1CCOC[CH2:22]1, predict the reaction product. The product is: [Cl:1][C:2]1[CH:7]=[C:6]([Cl:8])[CH:5]=[CH:4][C:3]=1[C:9]1[CH:13]=[C:12]([O:14][CH:18]([F:20])[F:19])[N:11]([CH3:22])[N:10]=1.